This data is from Reaction yield outcomes from USPTO patents with 853,638 reactions. The task is: Predict the reaction yield, written as a fraction of the theoretical maximum amount of product (1.0 means a 100% yield; for example, 0.34 means a 34% yield). The reactants are [C:1]1([S:7](Cl)(=[O:9])=[O:8])[CH:6]=[CH:5][CH:4]=[CH:3][CH:2]=1.[NH:11]1[C:19]2[C:14](=[CH:15][CH:16]=[CH:17][CH:18]=2)[CH2:13][CH2:12]1.CCN(CC)CC. The catalyst is CN(C1C=CN=CC=1)C.C(Cl)Cl. The product is [C:1]1([S:7]([N:11]2[C:19]3[C:14](=[CH:15][CH:16]=[CH:17][CH:18]=3)[CH2:13][CH2:12]2)(=[O:9])=[O:8])[CH:6]=[CH:5][CH:4]=[CH:3][CH:2]=1. The yield is 0.960.